Dataset: Catalyst prediction with 721,799 reactions and 888 catalyst types from USPTO. Task: Predict which catalyst facilitates the given reaction. (1) Reactant: [CH3:1][N:2]1[CH:6]=[C:5]([C:7]2[N:12]=[C:11]([C:13]3[CH:14]=[N:15][NH:16][CH:17]=3)[N:10]3[CH:18]=[CH:19][N:20]=[C:9]3[CH:8]=2)[CH:4]=[N:3]1.O[C:22]1([CH3:33])[CH2:25][N:24]([C:26]([O:28][C:29]([CH3:32])([CH3:31])[CH3:30])=[O:27])[CH2:23]1.C1(P(C2C=CC=CC=2)C2C=CC=CC=2)C=CC=CC=1.N(C(OCC)=O)=NC(OCC)=O. Product: [CH3:33][C:22]1([N:15]2[CH:14]=[C:13]([C:11]3[N:10]4[CH:18]=[CH:19][N:20]=[C:9]4[CH:8]=[C:7]([C:5]4[CH:4]=[N:3][N:2]([CH3:1])[CH:6]=4)[N:12]=3)[CH:17]=[N:16]2)[CH2:25][N:24]([C:26]([O:28][C:29]([CH3:30])([CH3:32])[CH3:31])=[O:27])[CH2:23]1. The catalyst class is: 1. (2) Reactant: [CH2:1]([O:8][C:9]1[CH:16]=[CH:15][C:12]([C:13]#[N:14])=[CH:11][C:10]=1[CH2:17][C:18]([O:20][CH3:21])=[O:19])[C:2]1[CH:7]=[CH:6][CH:5]=[CH:4][CH:3]=1.CC(C)([O-])C.[K+].[CH2:28](Br)[C:29]1[CH:34]=[CH:33][CH:32]=[CH:31][CH:30]=1. Product: [CH2:1]([O:8][C:9]1[CH:16]=[CH:15][C:12]([C:13]#[N:14])=[CH:11][C:10]=1[CH:17]([CH2:28][C:29]1[CH:34]=[CH:33][CH:32]=[CH:31][CH:30]=1)[C:18]([O:20][CH3:21])=[O:19])[C:2]1[CH:3]=[CH:4][CH:5]=[CH:6][CH:7]=1. The catalyst class is: 16. (3) Reactant: [Cl:1][C:2]1[C:11]2[C:6](=[CH:7][CH:8]=[C:9]([CH:12]=[O:13])[CH:10]=2)[N:5]=[C:4]([N:14]2[CH2:20][C:19]3[CH:21]=[CH:22][CH:23]=[CH:24][C:18]=3[S:17](=[O:26])(=[O:25])[CH2:16][CH2:15]2)[CH:3]=1.[CH3:27][Mg]Br. Product: [Cl:1][C:2]1[C:11]2[C:6](=[CH:7][CH:8]=[C:9]([CH:12]([OH:13])[CH3:27])[CH:10]=2)[N:5]=[C:4]([N:14]2[CH2:20][C:19]3[CH:21]=[CH:22][CH:23]=[CH:24][C:18]=3[S:17](=[O:26])(=[O:25])[CH2:16][CH2:15]2)[CH:3]=1. The catalyst class is: 7. (4) Reactant: [CH2:1]([C@H:5]1[NH:10][C:9](=O)[CH2:8][NH:7][C:6]1=O)[CH2:2][CH2:3][CH3:4].[H-].[Al+3].[Li+].[H-].[H-].[H-]. Product: [CH2:1]([C@@H:5]1[CH2:6][NH:7][CH2:8][CH2:9][NH:10]1)[CH2:2][CH2:3][CH3:4]. The catalyst class is: 1. (5) Reactant: [Si:1]([O:8][C@H:9]([C:37]1[CH:42]=[CH:41][CH:40]=[CH:39][CH:38]=1)[C@H:10]([NH:24][C:25](=[O:36])[O:26][CH2:27][C:28]1[CH:33]=[CH:32][C:31]([O:34][CH3:35])=[CH:30][CH:29]=1)[CH2:11][CH2:12][C:13]#[C:14][C:15]1[CH:20]=[CH:19][C:18]([N+:21]([O-:23])=[O:22])=[CH:17][CH:16]=1)([C:4]([CH3:7])([CH3:6])[CH3:5])([CH3:3])[CH3:2].N1CCCC1.C(O)(=[O:50])C. Product: [Si:1]([O:8][C@H:9]([C:37]1[CH:38]=[CH:39][CH:40]=[CH:41][CH:42]=1)[C@H:10]([NH:24][C:25](=[O:36])[O:26][CH2:27][C:28]1[CH:29]=[CH:30][C:31]([O:34][CH3:35])=[CH:32][CH:33]=1)[CH2:11][CH2:12][C:13](=[O:50])[CH2:14][C:15]1[CH:20]=[CH:19][C:18]([N+:21]([O-:23])=[O:22])=[CH:17][CH:16]=1)([C:4]([CH3:7])([CH3:6])[CH3:5])([CH3:3])[CH3:2]. The catalyst class is: 18. (6) Reactant: [CH2:1]([C:3]1[NH:13][C:6]2=[N:7][C:8]([CH3:12])=[CH:9][C:10]([CH3:11])=[C:5]2[N:4]=1)[CH3:2].[H-].[Na+].Br[CH2:17][C:18]1[CH:23]=[CH:22][C:21]([CH2:24][C:25]([O:27][CH3:28])=[O:26])=[CH:20][CH:19]=1. The catalyst class is: 3. Product: [CH3:28][O:27][C:25](=[O:26])[CH2:24][C:21]1[CH:20]=[CH:19][C:18]([CH2:17][N:13]2[C:6]3=[N:7][C:8]([CH3:12])=[CH:9][C:10]([CH3:11])=[C:5]3[N:4]=[C:3]2[CH2:1][CH3:2])=[CH:23][CH:22]=1.